From a dataset of Forward reaction prediction with 1.9M reactions from USPTO patents (1976-2016). Predict the product of the given reaction. (1) Given the reactants [CH2:1]([N:8]([C:15]1[CH:16]=[C:17]([C:33]2[CH:38]=[CH:37][C:36]([O:39][C:40]([F:43])([F:42])[F:41])=[CH:35][CH:34]=2)[CH:18]=[CH:19][C:20]=1[O:21][CH2:22][C:23]1[CH:28]=[CH:27][C:26]([C:29]([CH3:32])([CH3:31])[CH3:30])=[CH:25][CH:24]=1)[C:9](=[O:14])[C:10]([O:12]C)=[O:11])[C:2]1[CH:7]=[CH:6][CH:5]=[CH:4][CH:3]=1.CO.[OH-].[Na+].Cl, predict the reaction product. The product is: [CH2:1]([N:8]([C:15]1[CH:16]=[C:17]([C:33]2[CH:34]=[CH:35][C:36]([O:39][C:40]([F:41])([F:42])[F:43])=[CH:37][CH:38]=2)[CH:18]=[CH:19][C:20]=1[O:21][CH2:22][C:23]1[CH:28]=[CH:27][C:26]([C:29]([CH3:32])([CH3:31])[CH3:30])=[CH:25][CH:24]=1)[C:9](=[O:14])[C:10]([OH:12])=[O:11])[C:2]1[CH:3]=[CH:4][CH:5]=[CH:6][CH:7]=1. (2) Given the reactants [CH2:1]([O:3][C:4](=[O:10])[CH2:5][C:6](=[O:9])[CH2:7][CH3:8])[CH3:2].Br[CH2:12][C:13]1[CH:18]=[CH:17][CH:16]=[C:15]([S:19]([CH3:22])(=[O:21])=[O:20])[CH:14]=1, predict the reaction product. The product is: [CH2:1]([O:3][C:4](=[O:10])[CH:5]([CH2:12][C:13]1[CH:18]=[CH:17][CH:16]=[C:15]([S:19]([CH3:22])(=[O:21])=[O:20])[CH:14]=1)[C:6](=[O:9])[CH2:7][CH3:8])[CH3:2].